From a dataset of Forward reaction prediction with 1.9M reactions from USPTO patents (1976-2016). Predict the product of the given reaction. The product is: [OH:46][CH2:45][C:42]1[CH:43]=[CH:44][C:39]([C:9]2[CH:10]=[C:11]3[C:16](=[C:17]([O:19][CH2:20][O:21][CH2:22][CH2:23][Si:24]([CH3:25])([CH3:26])[CH3:27])[CH:18]=2)[N:15]=[CH:14][N:13]([CH2:28][O:29][CH2:30][CH2:31][Si:32]([CH3:35])([CH3:33])[CH3:34])[C:12]3=[O:36])=[C:40]([CH2:47][O:48][CH3:49])[CH:41]=1. Given the reactants CC1(C)C(C)(C)OB([C:9]2[CH:10]=[C:11]3[C:16](=[C:17]([O:19][CH2:20][O:21][CH2:22][CH2:23][Si:24]([CH3:27])([CH3:26])[CH3:25])[CH:18]=2)[N:15]=[CH:14][N:13]([CH2:28][O:29][CH2:30][CH2:31][Si:32]([CH3:35])([CH3:34])[CH3:33])[C:12]3=[O:36])O1.Br[C:39]1[CH:44]=[CH:43][C:42]([CH2:45][OH:46])=[CH:41][C:40]=1[CH2:47][O:48][CH3:49].C(=O)([O-])[O-].[K+].[K+], predict the reaction product.